Dataset: NCI-60 drug combinations with 297,098 pairs across 59 cell lines. Task: Regression. Given two drug SMILES strings and cell line genomic features, predict the synergy score measuring deviation from expected non-interaction effect. (1) Drug 1: CC=C1C(=O)NC(C(=O)OC2CC(=O)NC(C(=O)NC(CSSCCC=C2)C(=O)N1)C(C)C)C(C)C. Drug 2: COC1=C2C(=CC3=C1OC=C3)C=CC(=O)O2. Cell line: KM12. Synergy scores: CSS=46.7, Synergy_ZIP=3.68, Synergy_Bliss=-0.214, Synergy_Loewe=-49.2, Synergy_HSA=-0.241. (2) Drug 1: C1CN1C2=NC(=NC(=N2)N3CC3)N4CC4. Drug 2: C1C(C(OC1N2C=NC3=C2NC=NCC3O)CO)O. Cell line: UACC62. Synergy scores: CSS=47.3, Synergy_ZIP=0.985, Synergy_Bliss=-0.124, Synergy_Loewe=-6.95, Synergy_HSA=-0.370. (3) Drug 1: CC1C(C(CC(O1)OC2CC(CC3=C2C(=C4C(=C3O)C(=O)C5=C(C4=O)C(=CC=C5)OC)O)(C(=O)CO)O)N)O.Cl. Drug 2: C1=NNC2=C1C(=O)NC=N2. Cell line: MCF7. Synergy scores: CSS=4.52, Synergy_ZIP=-1.45, Synergy_Bliss=-0.240, Synergy_Loewe=-0.878, Synergy_HSA=-0.102. (4) Drug 1: C1CCC(CC1)NC(=O)N(CCCl)N=O. Drug 2: CC1=C(C(=O)C2=C(C1=O)N3CC4C(C3(C2COC(=O)N)OC)N4)N. Cell line: MCF7. Synergy scores: CSS=33.1, Synergy_ZIP=-5.77, Synergy_Bliss=0.483, Synergy_Loewe=-4.57, Synergy_HSA=2.89. (5) Drug 1: CC1=C2C(C(=O)C3(C(CC4C(C3C(C(C2(C)C)(CC1OC(=O)C(C(C5=CC=CC=C5)NC(=O)OC(C)(C)C)O)O)OC(=O)C6=CC=CC=C6)(CO4)OC(=O)C)O)C)O. Drug 2: C(CC(=O)O)C(=O)CN.Cl. Cell line: HOP-62. Synergy scores: CSS=27.3, Synergy_ZIP=-3.75, Synergy_Bliss=0.650, Synergy_Loewe=-36.3, Synergy_HSA=2.94. (6) Drug 1: CCC(=C(C1=CC=CC=C1)C2=CC=C(C=C2)OCCN(C)C)C3=CC=CC=C3.C(C(=O)O)C(CC(=O)O)(C(=O)O)O. Drug 2: COC1=C2C(=CC3=C1OC=C3)C=CC(=O)O2. Cell line: KM12. Synergy scores: CSS=15.6, Synergy_ZIP=-3.40, Synergy_Bliss=1.10, Synergy_Loewe=0.00478, Synergy_HSA=-0.0157.